Dataset: Catalyst prediction with 721,799 reactions and 888 catalyst types from USPTO. Task: Predict which catalyst facilitates the given reaction. (1) Reactant: [O:1]=[C:2]1[NH:6][C:5]2=[C:7]([C:11]([OH:13])=O)[CH:8]=[CH:9][CH:10]=[C:4]2[O:3]1.[CH3:24][CH2:23][O:22][C:20](O[C:20]([O:22][CH2:23][CH3:24])=O)=O.[F:25][C:26]([F:41])([F:40])[C:27]1[CH:34]=[CH:33][C:30]([C:31]#[N:32])=[C:29]([N:35]2[CH:39]=NC=N2)[CH:28]=1. Product: [F:25][C:26]([F:40])([F:41])[C:27]1[CH:34]=[CH:33][C:30]([CH2:31][NH:32][C:11]([C:7]2[CH:8]=[CH:9][CH:10]=[C:4]3[O:3][C:2](=[O:1])[NH:6][C:5]=23)=[O:13])=[C:29]([N:35]2[CH2:39][CH2:20][O:22][CH2:23][CH2:24]2)[CH:28]=1. The catalyst class is: 1. (2) Reactant: [C:1]1([C:7]2[C:11]([C:12]3[C:17](=[O:18])[CH:16]=[CH:15][N:14]([C:19]4[CH:24]=[CH:23][CH:22]=[C:21]([C:25]([F:28])([F:27])[F:26])[CH:20]=4)[N:13]=3)=[CH:10][NH:9][N:8]=2)[CH:6]=[CH:5][CH:4]=[CH:3][CH:2]=1.I[CH:30]([CH3:32])[CH3:31].C([O-])([O-])=O.[K+].[K+].O. Product: [CH3:31][CH:30]([N:8]1[C:7]([C:1]2[CH:6]=[CH:5][CH:4]=[CH:3][CH:2]=2)=[C:11]([C:12]2[C:17](=[O:18])[CH:16]=[CH:15][N:14]([C:19]3[CH:24]=[CH:23][CH:22]=[C:21]([C:25]([F:26])([F:27])[F:28])[CH:20]=3)[N:13]=2)[CH:10]=[N:9]1)[CH3:32]. The catalyst class is: 3. (3) Reactant: [Mg].Br[C:3]1[CH:4]=[C:5]2[C:10](=[CH:11][CH:12]=1)[CH:9]=[C:8]([N:13]([CH3:15])[CH3:14])[C:7]([CH:16]=[CH2:17])=[CH:6]2.[O:18]=[C:19]1[CH2:23][N:22]([C:24]([O:26][C:27]([CH3:30])([CH3:29])[CH3:28])=[O:25])[C@H:21]([C:31]([O:33][CH3:34])=[O:32])[CH2:20]1. Product: [CH3:14][N:13]([CH3:15])[C:8]1[CH:9]=[C:10]2[C:5](=[CH:6][C:7]=1[CH:16]=[CH2:17])[CH:4]=[C:3]([C@@:19]1([OH:18])[CH2:23][N:22]([C:24]([O:26][C:27]([CH3:29])([CH3:30])[CH3:28])=[O:25])[C@H:21]([C:31]([O:33][CH3:34])=[O:32])[CH2:20]1)[CH:12]=[CH:11]2. The catalyst class is: 182. (4) Reactant: [S:1]1[CH:5]=[CH:4][CH:3]=[C:2]1[S:6]([NH:9][C:10]1[CH:11]=[C:12]([O:24][C:25]([F:28])([F:27])[F:26])[CH:13]=[C:14]2[C:18]=1[NH:17][C:16]([C:19]([O:21][CH2:22][CH3:23])=[O:20])=[CH:15]2)(=[O:8])=[O:7].[C:29](=O)([O-])[O-].[K+].[K+].CI.C(O)(=O)CC(CC(O)=O)(C(O)=O)O. Product: [CH3:29][N:9]([S:6]([C:2]1[S:1][CH:5]=[CH:4][CH:3]=1)(=[O:7])=[O:8])[C:10]1[CH:11]=[C:12]([O:24][C:25]([F:27])([F:28])[F:26])[CH:13]=[C:14]2[C:18]=1[NH:17][C:16]([C:19]([O:21][CH2:22][CH3:23])=[O:20])=[CH:15]2. The catalyst class is: 9. (5) Reactant: [Cl:1][C:2]1[CH:8]=[C:7]([O:9][C:10]2[C:11]3[N:18]([CH3:19])[CH:17]=[CH:16][C:12]=3[N:13]=[CH:14][N:15]=2)[CH:6]=[CH:5][C:3]=1[NH2:4].N1C=CC=CC=1.Cl[C:27](OC1C=CC=CC=1)=[O:28].[NH2:36][C:37]1[CH:42]=[C:41]([C:43]([F:46])([F:45])[F:44])[CH:40]=[CH:39][N:38]=1. Product: [Cl:1][C:2]1[CH:8]=[C:7]([O:9][C:10]2[C:11]3[N:18]([CH3:19])[CH:17]=[CH:16][C:12]=3[N:13]=[CH:14][N:15]=2)[CH:6]=[CH:5][C:3]=1[NH:4][C:27]([NH:36][C:37]1[CH:42]=[C:41]([C:43]([F:44])([F:46])[F:45])[CH:40]=[CH:39][N:38]=1)=[O:28]. The catalyst class is: 80. (6) Reactant: Br[C:2]1[CH:15]=[C:14]2[C:5]([N:6]3[C:11]([CH2:12][O:13]2)=[N:10][NH:9][C:8](=[O:16])[C@H:7]3[CH3:17])=[CH:4][C:3]=1[C@@H:18]1[CH2:23][CH2:22][N:21]([CH3:24])[CH2:20][C@@H:19]1[CH3:25].[F:26][C:27]1[C:32]([O:33][CH3:34])=[CH:31][CH:30]=[CH:29][C:28]=1B(O)O.C([O-])([O-])=O.[K+].[K+]. Product: [CH3:24][N:21]1[CH2:22][CH2:23][C@@H:18]([C:3]2[CH:4]=[C:5]3[C:14](=[CH:15][C:2]=2[C:28]2[CH:29]=[CH:30][CH:31]=[C:32]([O:33][CH3:34])[C:27]=2[F:26])[O:13][CH2:12][C:11]2[N:6]3[C@H:7]([CH3:17])[C:8](=[O:16])[NH:9][N:10]=2)[C@@H:19]([CH3:25])[CH2:20]1. The catalyst class is: 669. (7) Reactant: ClC1C=C(N(CC2C=CC(OC)=CC=2)C2C=CC=CC=2)C2N(C(C=CC3C=CN=CC=3)=CN=2)N=1.[C:35]([CH2:37][C:38]([NH:40][N:41]1[CH:45]=[CH:44][N:43]=[C:42]1[C:46]([O:48]CC)=O)=[O:39])#[N:36].C(N1CCCC(NC2C=C(N(CC3C=CC(OC)=CC=3)C3C=CC=CC=3)C3N(C(C#N)=CN=3)N=2)C1)C1C=CC=CC=1.CC(C)([O-])C.[K+].Cl. Product: [O:39]=[C:38]1[NH:40][N:41]2[CH:45]=[CH:44][N:43]=[C:42]2[C:46](=[O:48])[CH:37]1[C:35]#[N:36]. The catalyst class is: 523. (8) Reactant: [OH-].[K+].[CH3:3][O:4][C:5]1[C:14]([C:15](=[O:17])[CH3:16])=[C:13]2[C:8]([C:9](=[O:25])[C:10]([CH3:24])=[C:11]([C:18]3[CH:23]=[CH:22][CH:21]=[CH:20][CH:19]=3)[O:12]2)=[CH:7][CH:6]=1.[C:26]([C:28]1[CH:35]=[CH:34][C:31]([CH:32]=O)=[CH:30][CH:29]=1)#[N:27]. Product: [CH3:24][C:10]1[C:9](=[O:25])[C:8]2[C:13](=[C:14]([C:15](=[O:17])[CH:16]=[CH:32][C:31]3[CH:34]=[CH:35][C:28]([C:26]#[N:27])=[CH:29][CH:30]=3)[C:5]([O:4][CH3:3])=[CH:6][CH:7]=2)[O:12][C:11]=1[C:18]1[CH:19]=[CH:20][CH:21]=[CH:22][CH:23]=1. The catalyst class is: 40. (9) Reactant: C(O[C:6]([N:8]1[CH2:13][CH2:12][C:11](=[C:14]([Br:28])[C:15]2[CH:20]=[CH:19][C:18]([C:21](=[O:27])[N:22]([CH2:25][CH3:26])[CH2:23][CH3:24])=[CH:17][CH:16]=2)[CH2:10][CH2:9]1)=O)(C)(C)C.C(O)(C(F)(F)F)=O.C(Br)[C:37]1[CH:42]=[CH:41][CH:40]=[CH:39][CH:38]=1.C(N(CC)CC)C. Product: [CH2:25]([N:22]([CH2:23][CH3:24])[C:21](=[O:27])[C:18]1[CH:17]=[CH:16][C:15]([C:14]([Br:28])=[C:11]2[CH2:12][CH2:13][N:8]([CH2:6][C:37]3[CH:42]=[CH:41][CH:40]=[CH:39][CH:38]=3)[CH2:9][CH2:10]2)=[CH:20][CH:19]=1)[CH3:26]. The catalyst class is: 4.